From a dataset of Full USPTO retrosynthesis dataset with 1.9M reactions from patents (1976-2016). Predict the reactants needed to synthesize the given product. (1) Given the product [Cl:1][C:2]1[CH:3]=[CH:4][C:5]([C:8]([C:14]2[CH:15]=[CH:16][C:17]([Cl:20])=[CH:18][CH:19]=2)([CH2:32][C:33]#[N:34])[C:9]([O:11][CH2:12][CH3:13])=[O:10])=[CH:6][CH:7]=1, predict the reactants needed to synthesize it. The reactants are: [Cl:1][C:2]1[CH:7]=[CH:6][C:5]([CH:8]([C:14]2[CH:19]=[CH:18][C:17]([Cl:20])=[CH:16][CH:15]=2)[C:9]([O:11][CH2:12][CH3:13])=[O:10])=[CH:4][CH:3]=1.C[Si]([N-][Si](C)(C)C)(C)C.[Li+].Br[CH2:32][C:33]#[N:34]. (2) Given the product [CH3:9][C:4]1[C:3]([CH2:2][N:27]2[CH2:26][CH2:25][N:24]([C:20]3[N:21]=[C:22]([NH2:23])[N:17]4[N:16]=[C:15]([C:11]5[O:10][CH:14]=[CH:13][CH:12]=5)[N:30]=[C:18]4[N:19]=3)[CH2:29][CH2:28]2)=[C:7]([CH3:8])[O:6][N:5]=1, predict the reactants needed to synthesize it. The reactants are: Cl[CH2:2][C:3]1[C:4]([CH3:9])=[N:5][O:6][C:7]=1[CH3:8].[O:10]1[CH:14]=[CH:13][CH:12]=[C:11]1[C:15]1[N:30]=[C:18]2[N:19]=[C:20]([N:24]3[CH2:29][CH2:28][NH:27][CH2:26][CH2:25]3)[N:21]=[C:22]([NH2:23])[N:17]2[N:16]=1.CCN(CC)CC.